Task: Predict which catalyst facilitates the given reaction.. Dataset: Catalyst prediction with 721,799 reactions and 888 catalyst types from USPTO Reactant: [F:1][C:2]1[CH:10]=[CH:9][C:8]([Cl:11])=[CH:7][C:3]=1[C:4]([NH2:6])=[NH:5].C([O:14][C:15]([CH:17]1[C:21](=O)[CH2:20][CH2:19][O:18]1)=O)C. Product: [Cl:11][C:8]1[CH:9]=[CH:10][C:2]([F:1])=[C:3]([C:4]2[N:6]=[C:15]([OH:14])[C:17]3[O:18][CH2:19][CH2:20][C:21]=3[N:5]=2)[CH:7]=1. The catalyst class is: 14.